The task is: Regression. Given two drug SMILES strings and cell line genomic features, predict the synergy score measuring deviation from expected non-interaction effect.. This data is from NCI-60 drug combinations with 297,098 pairs across 59 cell lines. (1) Drug 1: C1=C(C(=O)NC(=O)N1)F. Drug 2: CC1C(C(CC(O1)OC2CC(CC3=C2C(=C4C(=C3O)C(=O)C5=C(C4=O)C(=CC=C5)OC)O)(C(=O)CO)O)N)O.Cl. Cell line: HCC-2998. Synergy scores: CSS=52.6, Synergy_ZIP=-9.40, Synergy_Bliss=-14.3, Synergy_Loewe=-7.72, Synergy_HSA=-7.40. (2) Drug 1: CC1=CC=C(C=C1)C2=CC(=NN2C3=CC=C(C=C3)S(=O)(=O)N)C(F)(F)F. Drug 2: COC1=NC(=NC2=C1N=CN2C3C(C(C(O3)CO)O)O)N. Cell line: CAKI-1. Synergy scores: CSS=-8.02, Synergy_ZIP=2.58, Synergy_Bliss=-2.20, Synergy_Loewe=-7.87, Synergy_HSA=-7.81. (3) Drug 1: C1=NNC2=C1C(=O)NC=N2. Drug 2: CC1CCCC2(C(O2)CC(NC(=O)CC(C(C(=O)C(C1O)C)(C)C)O)C(=CC3=CSC(=N3)C)C)C. Cell line: SN12C. Synergy scores: CSS=26.7, Synergy_ZIP=1.47, Synergy_Bliss=-0.307, Synergy_Loewe=-29.1, Synergy_HSA=-0.388. (4) Drug 1: CC1C(C(CC(O1)OC2CC(OC(C2O)C)OC3=CC4=CC5=C(C(=O)C(C(C5)C(C(=O)C(C(C)O)O)OC)OC6CC(C(C(O6)C)O)OC7CC(C(C(O7)C)O)OC8CC(C(C(O8)C)O)(C)O)C(=C4C(=C3C)O)O)O)O. Drug 2: CC12CCC3C(C1CCC2O)C(CC4=C3C=CC(=C4)O)CCCCCCCCCS(=O)CCCC(C(F)(F)F)(F)F. Cell line: NCI-H322M. Synergy scores: CSS=49.0, Synergy_ZIP=-0.0650, Synergy_Bliss=-0.860, Synergy_Loewe=-24.7, Synergy_HSA=-1.81. (5) Drug 1: C1=NC2=C(N1)C(=S)N=C(N2)N. Drug 2: CCC1=C2CN3C(=CC4=C(C3=O)COC(=O)C4(CC)O)C2=NC5=C1C=C(C=C5)O. Cell line: SK-MEL-2. Synergy scores: CSS=31.3, Synergy_ZIP=-7.78, Synergy_Bliss=-6.24, Synergy_Loewe=-17.5, Synergy_HSA=-5.06. (6) Drug 1: C1CC(=O)NC(=O)C1N2CC3=C(C2=O)C=CC=C3N. Drug 2: C1=NNC2=C1C(=O)NC=N2. Cell line: SNB-75. Synergy scores: CSS=6.28, Synergy_ZIP=-1.89, Synergy_Bliss=-0.114, Synergy_Loewe=5.37, Synergy_HSA=1.71.